This data is from Full USPTO retrosynthesis dataset with 1.9M reactions from patents (1976-2016). The task is: Predict the reactants needed to synthesize the given product. (1) Given the product [C:1]([C:3]1[CH:4]=[C:5]([C:16](=[O:25])[C:17]2[CH:18]=[CH:19][C:20]([O:23][CH3:24])=[CH:21][CH:22]=2)[N:6]2[C:15]3[C:10](=[CH:11][CH:12]=[CH:13][CH:14]=3)[NH:9][CH2:8][C:7]=12)#[N:2], predict the reactants needed to synthesize it. The reactants are: [C:1]([C:3]1[CH:4]=[C:5]([C:16](=[O:25])[C:17]2[CH:22]=[CH:21][C:20]([O:23][CH3:24])=[CH:19][CH:18]=2)[N:6]2[C:15]3[C:10](=[CH:11][CH:12]=[CH:13][CH:14]=3)[N:9]=[CH:8][C:7]=12)#[N:2]. (2) The reactants are: N[C@@H:2]1[CH2:6][CH2:5][N:4]([CH2:7][CH2:8][CH2:9][O:10][C:11]2[CH:16]=[CH:15][C:14]([C:17]3[CH:22]=[CH:21][C:20]([C:23]#[N:24])=[CH:19][CH:18]=3)=[CH:13][CH:12]=2)[CH2:3]1.N1CC[C@@H]([OH:30])C1.C(=O)([O-])[O-].[K+].[K+].[I-].[K+]. Given the product [OH:30][C@@H:2]1[CH2:6][CH2:5][N:4]([CH2:7][CH2:8][CH2:9][O:10][C:11]2[CH:16]=[CH:15][C:14]([C:17]3[CH:22]=[CH:21][C:20]([C:23]#[N:24])=[CH:19][CH:18]=3)=[CH:13][CH:12]=2)[CH2:3]1, predict the reactants needed to synthesize it. (3) Given the product [CH3:13][O:12][C:6]1([C:4]([O:3][CH3:2])=[O:5])[CH2:7][CH2:8][N:9]([CH:30]2[CH2:31][CH2:32][CH2:33][N:27]([C:25]([O:24][C:20]([CH3:23])([CH3:22])[CH3:21])=[O:26])[CH2:28][CH2:29]2)[CH2:10][CH2:11]1, predict the reactants needed to synthesize it. The reactants are: Cl.[CH3:2][O:3][C:4]([C:6]1([O:12][CH3:13])[CH2:11][CH2:10][NH:9][CH2:8][CH2:7]1)=[O:5].C([O-])([O-])=O.[K+].[K+].[C:20]([O:24][C:25]([N:27]1[CH2:33][CH2:32][CH2:31][C:30](=O)[CH2:29][CH2:28]1)=[O:26])([CH3:23])([CH3:22])[CH3:21].C([BH3-])#N.[Na+]. (4) Given the product [CH2:1]([O:3][C:4](=[O:32])[CH2:5][C:6]1[C:11]([Cl:12])=[CH:10][N:9]=[C:8]([N:13]([C:24]([O:26][C:27]([CH3:28])([CH3:30])[CH3:29])=[O:25])[CH2:14][C:15]([F:23])([F:22])[C:16]2[CH:21]=[CH:20][CH:19]=[CH:18][N+:17]=2[O-:38])[C:7]=1[F:31])[CH3:2], predict the reactants needed to synthesize it. The reactants are: [CH2:1]([O:3][C:4](=[O:32])[CH2:5][C:6]1[C:11]([Cl:12])=[CH:10][N:9]=[C:8]([N:13]([C:24]([O:26][C:27]([CH3:30])([CH3:29])[CH3:28])=[O:25])[CH2:14][C:15]([F:23])([F:22])[C:16]2[CH:21]=[CH:20][CH:19]=[CH:18][N:17]=2)[C:7]=1[F:31])[CH3:2].ClC1C=C(C=CC=1)C(OO)=[O:38].